Predict the product of the given reaction. From a dataset of Forward reaction prediction with 1.9M reactions from USPTO patents (1976-2016). (1) Given the reactants [Cl:1][C:2]1[CH:7]=[CH:6][C:5]([S:8]([CH:11]([C:25]2[CH:30]=[C:29]([F:31])[CH:28]=[CH:27][C:26]=2[F:32])[C:12]2[C:17]([F:18])=[CH:16][N:15]=[C:14](/[CH:19]=[CH:20]/[C:21]([O:23][CH3:24])=[O:22])[CH:13]=2)(=[O:10])=[O:9])=[CH:4][CH:3]=1, predict the reaction product. The product is: [Cl:1][C:2]1[CH:7]=[CH:6][C:5]([S:8]([CH:11]([C:25]2[CH:30]=[C:29]([F:31])[CH:28]=[CH:27][C:26]=2[F:32])[C:12]2[C:17]([F:18])=[CH:16][N:15]=[C:14]([CH2:19][CH2:20][C:21]([O:23][CH3:24])=[O:22])[CH:13]=2)(=[O:10])=[O:9])=[CH:4][CH:3]=1. (2) Given the reactants [S:1]1[CH:5]=[CH:4][C:3]2[C:6](=[O:10])[CH2:7][CH2:8][CH2:9][C:2]1=2.[Br:11]Br, predict the reaction product. The product is: [Br:11][CH:7]1[CH2:8][CH2:9][C:2]2[S:1][CH:5]=[CH:4][C:3]=2[C:6]1=[O:10]. (3) Given the reactants [Cl:1][C:2]1[CH:36]=[CH:35][C:5]([CH2:6][CH2:7][NH:8][C:9]([C:11]2[CH:34]=[CH:33][C:14]([O:15][C:16]3[CH:21]=[CH:20][C:19]([CH:22]([F:30])[C:23]([O:25]C(C)(C)C)=[O:24])=[CH:18][C:17]=3[C:31]#[N:32])=[CH:13][CH:12]=2)=[O:10])=[CH:4][CH:3]=1.C(O)(C(F)(F)F)=O, predict the reaction product. The product is: [Cl:1][C:2]1[CH:3]=[CH:4][C:5]([CH2:6][CH2:7][NH:8][C:9]([C:11]2[CH:34]=[CH:33][C:14]([O:15][C:16]3[CH:21]=[CH:20][C:19]([CH:22]([F:30])[C:23]([OH:25])=[O:24])=[CH:18][C:17]=3[C:31]#[N:32])=[CH:13][CH:12]=2)=[O:10])=[CH:35][CH:36]=1. (4) Given the reactants [CH:1]([NH:4][C:5]([C@@H:7]1[CH2:12][CH2:11][C@H:10]([N:13]2[C:21]3[CH:20]=[C:19]([O:22][CH2:23][CH2:24][N:25]4[CH2:30][CH2:29][CH2:28][CH2:27][CH2:26]4)[N:18]=[CH:17][C:16]=3[NH:15]/[C:14]/2=[N:31]\C(C2C=CC3C=CSC=3C=2)=O)[CH2:9][CH2:8]1)=[O:6])([CH3:3])[CH3:2].[Cl:43][C:44]1[CH:45]=[C:46]([CH:50]=[C:51]([F:53])[CH:52]=1)[C:47]([OH:49])=O, predict the reaction product. The product is: [Cl:43][C:44]1[CH:45]=[C:46]([CH:50]=[C:51]([F:53])[CH:52]=1)[C:47](/[N:31]=[C:14]1/[N:13]([C@H:10]2[CH2:9][CH2:8][C@@H:7]([C:5](=[O:6])[NH:4][CH:1]([CH3:2])[CH3:3])[CH2:12][CH2:11]2)[C:21]2[CH:20]=[C:19]([O:22][CH2:23][CH2:24][N:25]3[CH2:30][CH2:29][CH2:28][CH2:27][CH2:26]3)[N:18]=[CH:17][C:16]=2[NH:15]/1)=[O:49]. (5) Given the reactants [OH:1][CH2:2][CH2:3][C:4]1[CH:5]=[C:6]([C:14]([O:16][CH3:17])=[O:15])[C:7]2[C:12]([CH:13]=1)=[CH:11][CH:10]=[CH:9][CH:8]=2.I[CH3:19].[H-].[Na+], predict the reaction product. The product is: [CH3:19][O:1][CH2:2][CH2:3][C:4]1[CH:5]=[C:6]([C:14]([O:16][CH3:17])=[O:15])[C:7]2[C:12]([CH:13]=1)=[CH:11][CH:10]=[CH:9][CH:8]=2. (6) Given the reactants [S:1]1[C:5]2[CH:6]=[CH:7][CH:8]=[CH:9][C:4]=2[NH:3][CH2:2]1.NC1C=CC=CC=1S.C=O.[Cl:20][C:21]1[CH:22]=[C:23]([CH:27]=[C:28]([C:32]([F:35])([F:34])[F:33])[C:29]=1[O:30][CH3:31])[C:24](Cl)=[O:25], predict the reaction product. The product is: [Cl:20][C:21]1[CH:22]=[C:23]([CH:27]=[C:28]([C:32]([F:33])([F:34])[F:35])[C:29]=1[O:30][CH3:31])[C:24]([N:3]1[C:4]2[CH:9]=[CH:8][CH:7]=[CH:6][C:5]=2[S:1][CH2:2]1)=[O:25]. (7) Given the reactants Br[C:2]1[CH:7]=[CH:6][C:5]([C:8]2[O:12][N:11]=[C:10]([CH3:13])[C:9]=2[NH:14][CH:15]([CH3:26])[CH2:16][CH2:17][C:18]2[CH:23]=[CH:22][C:21]([O:24][CH3:25])=[CH:20][CH:19]=2)=[CH:4][CH:3]=1.[CH2:27]([O:29][C:30](=[O:50])[CH2:31][C:32]1([C:35]2[CH:40]=[CH:39][C:38](B3OC(C)(C)C(C)(C)O3)=[CH:37][CH:36]=2)[CH2:34][CH2:33]1)[CH3:28], predict the reaction product. The product is: [CH2:27]([O:29][C:30](=[O:50])[CH2:31][C:32]1([C:35]2[CH:40]=[CH:39][C:38]([C:2]3[CH:7]=[CH:6][C:5]([C:8]4[O:12][N:11]=[C:10]([CH3:13])[C:9]=4[NH:14][CH:15]([CH3:26])[CH2:16][CH2:17][C:18]4[CH:23]=[CH:22][C:21]([O:24][CH3:25])=[CH:20][CH:19]=4)=[CH:4][CH:3]=3)=[CH:37][CH:36]=2)[CH2:34][CH2:33]1)[CH3:28]. (8) Given the reactants Cl[C:2]1[CH:3]=[CH:4][C:5]([N+:10]([O-:12])=[O:11])=[C:6]([CH:9]=1)[CH:7]=[O:8].[CH3:13][CH:14]([N:16]1[CH2:21][CH2:20][NH:19][CH2:18][CH2:17]1)[CH3:15].CC1(C)C2C(=C(P(C3C=CC=CC=3)C3C=CC=CC=3)C=CC=2)OC2C(P(C3C=CC=CC=3)C3C=CC=CC=3)=CC=CC1=2.C([O-])([O-])=O.[Cs+].[Cs+], predict the reaction product. The product is: [CH3:13][CH:14]([N:16]1[CH2:21][CH2:20][N:19]([C:2]2[CH:3]=[CH:4][C:5]([N+:10]([O-:12])=[O:11])=[C:6]([CH:9]=2)[CH:7]=[O:8])[CH2:18][CH2:17]1)[CH3:15]. (9) The product is: [F:1][C:2]1[C:3]([O:9][CH3:10])=[CH:4][C:5]([OH:8])=[C:6]([CH:7]=1)[CH:16]=[O:17]. Given the reactants [F:1][C:2]1[CH:7]=[CH:6][C:5]([OH:8])=[CH:4][C:3]=1[O:9][CH3:10].ClN1[C:16](=[O:17])CCC1=O.Cl.[Cl-].[Mg+2].[Cl-].C=O.C(N(CC)CC)C, predict the reaction product.